Dataset: Full USPTO retrosynthesis dataset with 1.9M reactions from patents (1976-2016). Task: Predict the reactants needed to synthesize the given product. (1) Given the product [Br:1][C:2]1[CH:7]=[CH:6][C:5]([CH3:8])=[CH:4][C:3]=1[C:17]([OH:20])([CH2:18][CH3:19])[CH2:16][CH3:15], predict the reactants needed to synthesize it. The reactants are: [Br:1][C:2]1[CH:7]=[CH:6][C:5]([CH3:8])=[CH:4][C:3]=1I.C([Mg]Br)(C)C.[CH3:15][CH2:16][C:17](=[O:20])[CH2:18][CH3:19].CC(=O)OCC. (2) Given the product [Cl:1][C:2]1[CH:7]=[CH:6][C:5]([O:8][C:9]2[CH:14]=[CH:13][C:12]([CH:15]([OH:36])[CH:16]([CH2:22][C:23]3[CH:28]=[CH:27][CH:26]=[C:25]([O:29][C:30]([F:35])([F:34])[CH:31]([F:33])[F:32])[CH:24]=3)[C:17]([OH:19])=[O:18])=[CH:11][CH:10]=2)=[CH:4][C:3]=1[CH2:37][CH3:38], predict the reactants needed to synthesize it. The reactants are: [Cl:1][C:2]1[CH:7]=[CH:6][C:5]([O:8][C:9]2[CH:14]=[CH:13][C:12]([CH:15]([OH:36])[CH:16]([CH2:22][C:23]3[CH:28]=[CH:27][CH:26]=[C:25]([O:29][C:30]([F:35])([F:34])[CH:31]([F:33])[F:32])[CH:24]=3)[C:17]([O:19]CC)=[O:18])=[CH:11][CH:10]=2)=[CH:4][C:3]=1[CH2:37][CH3:38].[OH-].[Na+].Cl. (3) Given the product [Br-:1].[CH2:20]([O:19][P+:17]([O:25][CH2:26][CH3:27])([O:22][CH2:23][CH3:24])[CH2:2][C:3]1[CH:12]=[CH:11][C:6]([C:7]([O:9][CH3:10])=[O:8])=[CH:5][C:4]=1[C:13]([F:16])([F:15])[F:14])[CH3:21], predict the reactants needed to synthesize it. The reactants are: [Br:1][CH2:2][C:3]1[CH:12]=[CH:11][C:6]([C:7]([O:9][CH3:10])=[O:8])=[CH:5][C:4]=1[C:13]([F:16])([F:15])[F:14].[P:17]([O:25][CH2:26][CH3:27])([O:22][CH2:23][CH3:24])([O:19][CH2:20][CH3:21])=O. (4) Given the product [C:14]([CH2:2][C:3]12[CH2:9][CH:6]([CH2:7][CH2:8]1)[CH:5]=[CH:4]2)#[N:15], predict the reactants needed to synthesize it. The reactants are: Cl[CH2:2][C:3]12[CH2:9][CH:6]([CH2:7][CH2:8]1)[CH:5]=[CH:4]2.CS(C)=O.[C-:14]#[N:15].[Na+]. (5) Given the product [NH:13]1[CH2:11][CH2:10][CH2:9][CH2:8][CH2:7][CH2:6][CH2:5][CH2:4][CH2:3][CH2:2][C:1]1=[O:12], predict the reactants needed to synthesize it. The reactants are: [C:1]1(=[O:12])[CH2:11][CH2:10][CH2:9][CH2:8][CH2:7][CH2:6][CH2:5][CH2:4][CH2:3][CH2:2]1.[NH2:13]OS(O)(=O)=O.[OH-].[Na+]. (6) Given the product [NH:1]([C:9]([O:11][C:12]([CH3:15])([CH3:14])[CH3:13])=[O:10])[C@H:2]([C:6]([NH:30][C@H:31]([C:39]([OH:41])=[O:40])[CH2:32][CH2:33][CH2:34][NH:35][C:36]([NH2:38])=[O:37])=[O:8])[CH:3]([CH3:4])[CH3:5].[CH:42]1[C:47]([C:48]([OH:50])=[O:49])=[CH:46][CH:45]=[C:44]([NH2:51])[CH:43]=1, predict the reactants needed to synthesize it. The reactants are: [NH:1]([C:9]([O:11][C:12]([CH3:15])([CH3:14])[CH3:13])=[O:10])[C@H:2]([C:6]([OH:8])=O)[CH:3]([CH3:5])[CH3:4].C1C=CC2N(O)N=NC=2C=1.C(Cl)CCl.[NH2:30][C@H:31]([C:39]([OH:41])=[O:40])[CH2:32][CH2:33][CH2:34][NH:35][C:36]([NH2:38])=[O:37].[CH:42]1[C:47]([C:48]([OH:50])=[O:49])=[CH:46][CH:45]=[C:44]([NH2:51])[CH:43]=1. (7) Given the product [CH:20]([C@@H:10]([N:2]([CH3:1])[C:3](=[O:9])[O:4][C:5]([CH3:8])([CH3:7])[CH3:6])[C:11]([CH3:19])([C:13]1[CH:14]=[CH:15][CH:16]=[CH:17][CH:18]=1)[CH3:12])=[O:21], predict the reactants needed to synthesize it. The reactants are: [CH3:1][N:2]([C@H:10]([C:20](N1CCOCC1)=[O:21])[C:11]([CH3:19])([C:13]1[CH:18]=[CH:17][CH:16]=[CH:15][CH:14]=1)[CH3:12])[C:3](=[O:9])[O:4][C:5]([CH3:8])([CH3:7])[CH3:6].[H-].[Al+3].[Li+].[H-].[H-].[H-]. (8) Given the product [C:38]1([N:14]([C:8]2[CH:9]=[CH:10][CH:11]=[CH:12][CH:13]=2)[C:15]2[CH:16]=[CH:17][C:18]([C:21]3[C:22]4[CH:37]=[CH:36][CH:35]=[CH:34][C:23]=4[S:24][C:25]=3[C:26]3[CH:33]=[CH:32][C:29]([CH:30]=[O:31])=[CH:28][CH:27]=3)=[CH:19][CH:20]=2)[CH:43]=[CH:42][CH:41]=[CH:40][CH:39]=1, predict the reactants needed to synthesize it. The reactants are: CC(C)([O-])C.[K+].[Al].[C:8]1([N:14]([C:38]2[CH:43]=[CH:42][CH:41]=[CH:40][CH:39]=2)[C:15]2[CH:20]=[CH:19][C:18]([C:21]3[C:22]4[CH:37]=[CH:36][CH:35]=[CH:34][C:23]=4[S:24][C:25]=3[C:26]3[CH:33]=[CH:32][C:29]([CH:30]=[O:31])=[CH:28][CH:27]=3)=[CH:17][CH:16]=2)[CH:13]=[CH:12][CH:11]=[CH:10][CH:9]=1.C1COCC1.